Dataset: CYP1A2 inhibition data for predicting drug metabolism from PubChem BioAssay. Task: Regression/Classification. Given a drug SMILES string, predict its absorption, distribution, metabolism, or excretion properties. Task type varies by dataset: regression for continuous measurements (e.g., permeability, clearance, half-life) or binary classification for categorical outcomes (e.g., BBB penetration, CYP inhibition). Dataset: cyp1a2_veith. (1) The compound is CSc1nnc(-c2sc(-c3ccccc3)nc2C)n1C. The result is 1 (inhibitor). (2) The drug is CS(=O)(=O)Nc1cccc(-c2cncnc2NCc2ccccc2)c1. The result is 1 (inhibitor). (3) The molecule is CCOC(=O)c1c(-c2ccccc2)nc2ccccn12. The result is 1 (inhibitor). (4) The compound is COc1cc(/C=N/NC(=O)c2cccnc2)ccc1OC(=O)c1ccc2c(c1)OCO2. The result is 0 (non-inhibitor).